From a dataset of Full USPTO retrosynthesis dataset with 1.9M reactions from patents (1976-2016). Predict the reactants needed to synthesize the given product. (1) Given the product [Cl:1][C:2]1[CH:7]=[CH:6][CH:5]=[C:4]([Cl:8])[C:3]=1[N:9]=[C:10]1[NH:20][CH2:17][CH2:18][NH:19]1, predict the reactants needed to synthesize it. The reactants are: [Cl:1][C:2]1[CH:7]=[CH:6][CH:5]=[C:4]([Cl:8])[C:3]=1[N:9]=[C:10]=S.C1COCC1.[CH2:17]([NH2:20])[CH2:18][NH2:19].Cl. (2) Given the product [C:1]([C:5]1[O:9][N:8]=[C:7]([NH:10][C:11]([NH:13][C:14]2[CH:19]=[CH:18][CH:17]=[C:16]([C:20]#[C:21][C:22]3[C:23]([NH:38][CH2:37][CH2:36][CH2:35][N:29]4[CH2:34][CH2:33][CH2:32][CH2:31][CH2:30]4)=[N:24][CH:25]=[N:26][CH:27]=3)[CH:15]=2)=[O:12])[CH:6]=1)([CH3:4])([CH3:3])[CH3:2], predict the reactants needed to synthesize it. The reactants are: [C:1]([C:5]1[O:9][N:8]=[C:7]([NH:10][C:11]([NH:13][C:14]2[CH:19]=[CH:18][CH:17]=[C:16]([C:20]#[C:21][C:22]3[C:23](Cl)=[N:24][CH:25]=[N:26][CH:27]=3)[CH:15]=2)=[O:12])[CH:6]=1)([CH3:4])([CH3:3])[CH3:2].[N:29]1([CH2:35][CH2:36][CH2:37][NH2:38])[CH2:34][CH2:33][CH2:32][CH2:31][CH2:30]1. (3) Given the product [F:23][C:2]([F:1])([F:24])[C:3]1[CH:22]=[CH:21][C:6]([CH2:7][N:8]2[C:16]3[C:11](=[CH:12][CH:13]=[CH:14][C:15]=3[C:17]([NH:49][C:50]3([C:53]4[CH:62]=[CH:61][C:56]([C:57]([O:59][CH3:60])=[O:58])=[CH:55][CH:54]=4)[CH2:52][CH2:51]3)=[O:18])[CH:10]=[CH:9]2)=[CH:5][CH:4]=1, predict the reactants needed to synthesize it. The reactants are: [F:1][C:2]([F:24])([F:23])[C:3]1[CH:22]=[CH:21][C:6]([CH2:7][N:8]2[C:16]3[C:11](=[CH:12][CH:13]=[CH:14][C:15]=3[C:17](OC)=[O:18])[CH:10]=[CH:9]2)=[CH:5][CH:4]=1.CN(C(ON1N=NC2C=CC=NC1=2)=[N+](C)C)C.F[P-](F)(F)(F)(F)F.[NH2:49][C:50]1([C:53]2[CH:62]=[CH:61][C:56]([C:57]([O:59][CH3:60])=[O:58])=[CH:55][CH:54]=2)[CH2:52][CH2:51]1.CCN(C(C)C)C(C)C.C([O-])(O)=O.[Na+]. (4) Given the product [CH3:1][O:2][C:3](=[O:42])[CH2:4][C@H:5]([OH:41])[CH2:6][C@H:7]([OH:40])[CH:8]=[CH:9][C:10]1[N:11]([CH:37]([CH3:38])[CH3:39])[C:12]([C:29]([N:31]2[CH2:36][CH2:35][CH2:34][CH2:33][CH2:32]2)=[O:30])=[C:13]([C:22]2[CH:27]=[CH:26][C:25]([F:28])=[CH:24][CH:23]=2)[C:14]=1[C:15]1[CH:16]=[CH:17][C:18]([F:21])=[CH:19][CH:20]=1, predict the reactants needed to synthesize it. The reactants are: [CH3:1][O:2][C:3](=[O:42])[CH2:4][C@H:5]([OH:41])[CH2:6][C:7](=[O:40])[CH:8]=[CH:9][C:10]1[N:11]([CH:37]([CH3:39])[CH3:38])[C:12]([C:29]([N:31]2[CH2:36][CH2:35][CH2:34][CH2:33][CH2:32]2)=[O:30])=[C:13]([C:22]2[CH:27]=[CH:26][C:25]([F:28])=[CH:24][CH:23]=2)[C:14]=1[C:15]1[CH:20]=[CH:19][C:18]([F:21])=[CH:17][CH:16]=1.C(B(CC)OC)C.[BH4-].[Na+]. (5) Given the product [CH3:12][O:11][C:9](=[O:10])[CH2:8][C:5]1[CH:4]=[CH:3][C:2]([O:1][CH2:22][O:23][CH2:24][CH2:25][O:26][CH3:27])=[CH:7][CH:6]=1, predict the reactants needed to synthesize it. The reactants are: [OH:1][C:2]1[CH:7]=[CH:6][C:5]([CH2:8][C:9]([O:11][CH3:12])=[O:10])=[CH:4][CH:3]=1.CCN(C(C)C)C(C)C.[CH2:22](Cl)[O:23][CH2:24][CH2:25][O:26][CH3:27]. (6) Given the product [C:17]([C:13]1[CH:12]=[C:11]2[C:16](=[CH:15][CH:14]=1)[NH:8][CH:9]=[C:10]2[N:19]1[CH2:28][C@H:27]2[N:23]([CH2:24][CH2:25][CH2:26]2)[C:22]2[N:29]=[C:30]([NH:33][CH2:34][CH3:35])[N:31]=[CH:32][C:21]=2[C:20]1=[O:36])#[N:18], predict the reactants needed to synthesize it. The reactants are: C(OC([N:8]1[C:16]2[C:11](=[CH:12][C:13]([C:17]#[N:18])=[CH:14][CH:15]=2)[C:10]([N:19]2[CH2:28][C@H:27]3[N:23]([CH2:24][CH2:25][CH2:26]3)[C:22]3[N:29]=[C:30]([NH:33][CH2:34][CH3:35])[N:31]=[CH:32][C:21]=3[C:20]2=[O:36])=[CH:9]1)=O)(C)(C)C.[OH-].[Na+].Cl. (7) Given the product [CH3:23][S:20]([C:15]1[CH:16]=[CH:17][CH:18]=[CH:19][C:14]=1[C:5]1[C:4]([CH:2]=[O:3])=[CH:13][C:12]2[C:7](=[CH:8][CH:9]=[CH:10][N:11]=2)[N:6]=1)(=[O:21])=[O:22], predict the reactants needed to synthesize it. The reactants are: C[CH:2]([C:4]1[C:5]([C:14]2[CH:19]=[CH:18][CH:17]=[CH:16][C:15]=2[S:20]([CH3:23])(=[O:22])=[O:21])=[N:6][C:7]2[C:12]([CH:13]=1)=[N:11][CH:10]=[CH:9][CH:8]=2)[OH:3].[Cr](O[Cr]([O-])(=O)=O)([O-])(=O)=O.[NH+]1C=CC=CC=1.[NH+]1C=CC=CC=1. (8) Given the product [CH2:12]([N:17]([CH2:37][CH2:38][CH:39]([CH3:41])[CH3:40])[C:18]([C:20]1[CH:25]=[CH:24][N:23]2[N:26]=[C:27]([C:29]([N:31]3[CH2:32][CH2:33][O:43][CH2:35][CH2:36]3)=[O:30])[C:28](/[CH:2]=[CH:3]/[CH:4]=[O:5])=[C:22]2[CH:21]=1)=[O:19])[CH2:13][CH:14]([CH3:16])[CH3:15], predict the reactants needed to synthesize it. The reactants are: C[C:2](C)=[CH:3][CH:4]=[O:5].O=P(Cl)(Cl)Cl.[CH2:12]([N:17]([CH2:37][CH2:38][CH:39]([CH3:41])[CH3:40])[C:18]([C:20]1[CH:25]=[CH:24][N:23]2[N:26]=[C:27]([C:29]([N:31]3[CH2:36][CH2:35]C[CH2:33][CH2:32]3)=[O:30])[CH:28]=[C:22]2[CH:21]=1)=[O:19])[CH2:13][CH:14]([CH3:16])[CH3:15].C(=O)(O)[O-:43].[Na+].[NH4+].[Cl-].